This data is from Retrosynthesis with 50K atom-mapped reactions and 10 reaction types from USPTO. The task is: Predict the reactants needed to synthesize the given product. (1) Given the product COC(=O)c1ccc(CN(C2CCCCC2F)S(=O)(=O)c2ccc(Cl)cc2)cc1, predict the reactants needed to synthesize it. The reactants are: COC(=O)c1ccc(CNC2CCCCC2F)cc1.O=S(=O)(Cl)c1ccc(Cl)cc1. (2) Given the product CC(C)C[C@@H](CO)NC(=O)c1cnc(N2CCOCC2)c(OCC(C)(C)C)n1, predict the reactants needed to synthesize it. The reactants are: CC(C)(C)COc1nc(C(=O)O)cnc1N1CCOCC1.CC(C)C[C@H](N)CO. (3) Given the product NN=Cc1ccc(NC(=S)NCCC(=O)NCCC(=O)O)cc1, predict the reactants needed to synthesize it. The reactants are: CCOC(=O)CCNC(=O)CCNC(=S)Nc1ccc(C=NN)cc1. (4) Given the product C=CCn1c(=O)sc2cc(F)c(-n3c(=O)n4n(c3=O)CCCC4)cc21, predict the reactants needed to synthesize it. The reactants are: C=CCn1c(=O)sc2cc(F)c(NC(=O)N3CCCCN3C(=O)OCC)cc21. (5) Given the product CO[C@@H]1C[C@@H](CO[Si](C)(C)C(C)(C)C)N(C(=O)OC(C)(C)C)C1, predict the reactants needed to synthesize it. The reactants are: CC(C)(C)OC(=O)N1C[C@H](O)C[C@H]1CO[Si](C)(C)C(C)(C)C.CI. (6) Given the product CS(=O)(=O)Nc1cccc2c1cnn2C(CO)(CC(F)F)c1ccc(C(F)(F)F)cc1, predict the reactants needed to synthesize it. The reactants are: COC(=O)C(CC(F)F)(c1ccc(C(F)(F)F)cc1)n1ncc2c(NS(C)(=O)=O)cccc21.